Dataset: Merck oncology drug combination screen with 23,052 pairs across 39 cell lines. Task: Regression. Given two drug SMILES strings and cell line genomic features, predict the synergy score measuring deviation from expected non-interaction effect. (1) Drug 1: COc1cc(C2c3cc4c(cc3C(OC3OC5COC(C)OC5C(O)C3O)C3COC(=O)C23)OCO4)cc(OC)c1O. Drug 2: CCc1cnn2c(NCc3ccc[n+]([O-])c3)cc(N3CCCCC3CCO)nc12. Cell line: MDAMB436. Synergy scores: synergy=5.43. (2) Drug 1: COc1cc(C2c3cc4c(cc3C(OC3OC5COC(C)OC5C(O)C3O)C3COC(=O)C23)OCO4)cc(OC)c1O. Drug 2: NC(=O)c1cccc2cn(-c3ccc(C4CCCNC4)cc3)nc12. Cell line: RKO. Synergy scores: synergy=9.02. (3) Synergy scores: synergy=11.6. Drug 2: COC1=C2CC(C)CC(OC)C(O)C(C)C=C(C)C(OC(N)=O)C(OC)C=CC=C(C)C(=O)NC(=CC1=O)C2=O. Cell line: KPL1. Drug 1: CN1C(=O)C=CC2(C)C3CCC4(C)C(NC(=O)OCC(F)(F)F)CCC4C3CCC12. (4) Drug 1: CC1(c2nc3c(C(N)=O)cccc3[nH]2)CCCN1. Drug 2: CNC(=O)c1cc(Oc2ccc(NC(=O)Nc3ccc(Cl)c(C(F)(F)F)c3)cc2)ccn1. Cell line: LNCAP. Synergy scores: synergy=3.48. (5) Drug 1: O=C(CCCCCCC(=O)Nc1ccccc1)NO. Drug 2: NC(=O)c1cccc2cn(-c3ccc(C4CCCNC4)cc3)nc12. Cell line: HT29. Synergy scores: synergy=12.0. (6) Drug 1: O=S1(=O)NC2(CN1CC(F)(F)F)C1CCC2Cc2cc(C=CCN3CCC(C(F)(F)F)CC3)ccc2C1. Drug 2: Cc1nc(Nc2ncc(C(=O)Nc3c(C)cccc3Cl)s2)cc(N2CCN(CCO)CC2)n1. Cell line: NCIH1650. Synergy scores: synergy=39.4. (7) Drug 1: O=c1[nH]cc(F)c(=O)[nH]1. Drug 2: O=C(NOCC(O)CO)c1ccc(F)c(F)c1Nc1ccc(I)cc1F. Cell line: MDAMB436. Synergy scores: synergy=9.36.